Predict the product of the given reaction. From a dataset of Forward reaction prediction with 1.9M reactions from USPTO patents (1976-2016). (1) Given the reactants [H-].[Na+].[CH3:3][C:4]1[NH:5][C:6]2[C:11]([CH:12]=1)=[CH:10][C:9]([C:13]1[CH:14]=[N:15][N:16]([CH:18]3[CH2:23][CH2:22][CH2:21][CH2:20][O:19]3)[CH:17]=1)=[CH:8][CH:7]=2.S(O[CH2:35][CH:36]1[CH2:41][CH2:40][N:39]([C:42]([O:44][CH2:45][C:46]2[CH:51]=[CH:50][CH:49]=[CH:48][CH:47]=2)=[O:43])[CH2:38][CH2:37]1)(C1C=CC(C)=CC=1)(=O)=O.C(OCC)(=O)C, predict the reaction product. The product is: [CH3:3][C:4]1[N:5]([CH2:35][CH:36]2[CH2:41][CH2:40][N:39]([C:42]([O:44][CH2:45][C:46]3[CH:47]=[CH:48][CH:49]=[CH:50][CH:51]=3)=[O:43])[CH2:38][CH2:37]2)[C:6]2[C:11]([CH:12]=1)=[CH:10][C:9]([C:13]1[CH:14]=[N:15][N:16]([CH:18]3[CH2:23][CH2:22][CH2:21][CH2:20][O:19]3)[CH:17]=1)=[CH:8][CH:7]=2. (2) Given the reactants Br[CH2:2][C:3]1[NH:8][C:7]([C:9]2[S:10][CH:11]=[CH:12][N:13]=2)=[N:6][CH:5]([C:14]2[CH:19]=[CH:18][C:17]([Cl:20])=[CH:16][C:15]=2[Cl:21])[C:4]=1[C:22]([O:24][CH2:25][CH3:26])=[O:23].Cl.[NH:28]1[CH2:33][CH2:32][O:31][CH2:30][CH:29]1[CH:34]([CH3:38])[C:35]([OH:37])=[O:36], predict the reaction product. The product is: [Cl:21][C:15]1[CH:16]=[C:17]([Cl:20])[CH:18]=[CH:19][C:14]=1[CH:5]1[N:6]=[C:7]([C:9]2[S:10][CH:11]=[CH:12][N:13]=2)[NH:8][C:3]([CH2:2][N:28]2[CH2:33][CH2:32][O:31][CH2:30][CH:29]2[CH:34]([CH3:38])[C:35]([OH:37])=[O:36])=[C:4]1[C:22]([O:24][CH2:25][CH3:26])=[O:23]. (3) Given the reactants Cl[C:2]1[N:3]=[C:4]([N:24]2[CH2:29][CH2:28][O:27][CH2:26][CH2:25]2)[C:5]2[S:10][C:9]([CH2:11][N:12]3[CH2:17][CH2:16][N:15]([C:18]([CH3:23])([CH3:22])[C:19]([NH2:21])=[O:20])[CH2:14][CH2:13]3)=[CH:8][C:6]=2[N:7]=1.[F:30][C:31]1[CH:32]=[C:33]2[C:38](=[CH:39][CH:40]=1)[C:37]([NH2:41])=[N:36][CH:35]=[C:34]2B1OC(C)(C)C(C)(C)O1, predict the reaction product. The product is: [NH2:41][C:37]1[C:38]2[C:33](=[CH:32][C:31]([F:30])=[CH:40][CH:39]=2)[C:34]([C:2]2[N:3]=[C:4]([N:24]3[CH2:29][CH2:28][O:27][CH2:26][CH2:25]3)[C:5]3[S:10][C:9]([CH2:11][N:12]4[CH2:17][CH2:16][N:15]([C:18]([CH3:23])([CH3:22])[C:19]([NH2:21])=[O:20])[CH2:14][CH2:13]4)=[CH:8][C:6]=3[N:7]=2)=[CH:35][N:36]=1. (4) Given the reactants [B-](F)(F)(F)F.[B-](F)(F)(F)F.C1[N+]2(O)CC[N+]([F:20])(CC2)C1.[CH3:21][O:22][C:23]1[CH:31]=[C:30]2[C:26]([CH2:27][CH2:28][C:29]2=[O:32])=[CH:25][CH:24]=1, predict the reaction product. The product is: [F:20][C:31]1[C:23]([O:22][CH3:21])=[CH:24][CH:25]=[C:26]2[C:30]=1[C:29](=[O:32])[CH2:28][CH2:27]2.